From a dataset of Forward reaction prediction with 1.9M reactions from USPTO patents (1976-2016). Predict the product of the given reaction. (1) Given the reactants [CH:1]1([C:4]2[C:5]([O:13][CH2:14][CH2:15][F:16])=[CH:6][C:7]([C:10]([OH:12])=O)=[N:8][CH:9]=2)[CH2:3][CH2:2]1.[NH2:17][C:18]1([CH2:24][C:25]([NH2:27])=[O:26])[CH2:21][S:20](=[O:23])(=[O:22])[CH2:19]1, predict the reaction product. The product is: [NH2:27][C:25](=[O:26])[CH2:24][C:18]1([NH:17][C:10]([C:7]2[CH:6]=[C:5]([O:13][CH2:14][CH2:15][F:16])[C:4]([CH:1]3[CH2:2][CH2:3]3)=[CH:9][N:8]=2)=[O:12])[CH2:19][S:20](=[O:22])(=[O:23])[CH2:21]1. (2) Given the reactants [C:1]([O:4][CH2:5][C@@H:6]1[C@@H:11]([O:12][C:13](=[O:15])[CH3:14])[C@H:10]([OH:16])[C@H:9]([OH:17])[C@@H:8]([C:18]2[CH:27]=[CH:26][C:25]3[C:20](=[CH:21][CH:22]=[C:23]([OH:28])[CH:24]=3)[CH:19]=2)[O:7]1)(=[O:3])[CH3:2].CCN(CC)CC.[F:36][C:37]([F:56])([F:55])[S:38](N(C1C=CC=CC=1)[S:38]([C:37]([F:56])([F:55])[F:36])(=[O:40])=[O:39])(=[O:40])=[O:39], predict the reaction product. The product is: [C:1]([O:4][CH2:5][C@@H:6]1[C@@H:11]([O:12][C:13](=[O:15])[CH3:14])[C@H:10]([OH:16])[C@H:9]([OH:17])[C@@H:8]([C:18]2[CH:27]=[CH:26][C:25]3[C:20](=[CH:21][CH:22]=[C:23]([O:28][S:38]([C:37]([F:56])([F:55])[F:36])(=[O:40])=[O:39])[CH:24]=3)[CH:19]=2)[O:7]1)(=[O:3])[CH3:2]. (3) Given the reactants [CH3:1][O:2][C:3](=[O:15])[CH2:4][C:5]1[CH:10]=[CH:9][C:8]([OH:11])=[C:7]([N+:12]([O-])=O)[CH:6]=1, predict the reaction product. The product is: [CH3:1][O:2][C:3](=[O:15])[CH2:4][C:5]1[CH:10]=[CH:9][C:8]([OH:11])=[C:7]([NH2:12])[CH:6]=1.